This data is from NCI-60 drug combinations with 297,098 pairs across 59 cell lines. The task is: Regression. Given two drug SMILES strings and cell line genomic features, predict the synergy score measuring deviation from expected non-interaction effect. (1) Drug 1: CC1=C(C(CCC1)(C)C)C=CC(=CC=CC(=CC(=O)O)C)C. Drug 2: CS(=O)(=O)CCNCC1=CC=C(O1)C2=CC3=C(C=C2)N=CN=C3NC4=CC(=C(C=C4)OCC5=CC(=CC=C5)F)Cl. Cell line: T-47D. Synergy scores: CSS=13.6, Synergy_ZIP=-2.05, Synergy_Bliss=7.67, Synergy_Loewe=-0.576, Synergy_HSA=0.403. (2) Drug 1: C1CN1C2=NC(=NC(=N2)N3CC3)N4CC4. Drug 2: C(=O)(N)NO. Cell line: MDA-MB-231. Synergy scores: CSS=22.0, Synergy_ZIP=-4.01, Synergy_Bliss=1.89, Synergy_Loewe=-16.0, Synergy_HSA=0.0131. (3) Drug 1: COC1=C(C=C2C(=C1)N=CN=C2NC3=CC(=C(C=C3)F)Cl)OCCCN4CCOCC4. Drug 2: CN(C)C1=NC(=NC(=N1)N(C)C)N(C)C. Cell line: U251. Synergy scores: CSS=8.42, Synergy_ZIP=-3.68, Synergy_Bliss=0.159, Synergy_Loewe=-11.3, Synergy_HSA=-2.13. (4) Drug 1: CC1CCC2CC(C(=CC=CC=CC(CC(C(=O)C(C(C(=CC(C(=O)CC(OC(=O)C3CCCCN3C(=O)C(=O)C1(O2)O)C(C)CC4CCC(C(C4)OC)OCCO)C)C)O)OC)C)C)C)OC. Drug 2: C1=CN(C=N1)CC(O)(P(=O)(O)O)P(=O)(O)O. Cell line: SK-OV-3. Synergy scores: CSS=11.1, Synergy_ZIP=-5.87, Synergy_Bliss=-1.04, Synergy_Loewe=-13.4, Synergy_HSA=-1.53. (5) Drug 1: CC(C)(C#N)C1=CC(=CC(=C1)CN2C=NC=N2)C(C)(C)C#N. Drug 2: COCCOC1=C(C=C2C(=C1)C(=NC=N2)NC3=CC=CC(=C3)C#C)OCCOC.Cl. Cell line: SNB-19. Synergy scores: CSS=0.109, Synergy_ZIP=2.03, Synergy_Bliss=3.36, Synergy_Loewe=-3.19, Synergy_HSA=-2.56. (6) Drug 1: COC1=NC(=NC2=C1N=CN2C3C(C(C(O3)CO)O)O)N. Drug 2: CC1=C(C(=CC=C1)Cl)NC(=O)C2=CN=C(S2)NC3=CC(=NC(=N3)C)N4CCN(CC4)CCO. Cell line: MDA-MB-231. Synergy scores: CSS=5.49, Synergy_ZIP=-2.44, Synergy_Bliss=-2.66, Synergy_Loewe=-13.4, Synergy_HSA=-6.44. (7) Synergy scores: CSS=30.9, Synergy_ZIP=-9.98, Synergy_Bliss=-5.89, Synergy_Loewe=0.261, Synergy_HSA=1.45. Cell line: RXF 393. Drug 1: COC1=C(C=C2C(=C1)N=CN=C2NC3=CC(=C(C=C3)F)Cl)OCCCN4CCOCC4. Drug 2: CC1CCC2CC(C(=CC=CC=CC(CC(C(=O)C(C(C(=CC(C(=O)CC(OC(=O)C3CCCCN3C(=O)C(=O)C1(O2)O)C(C)CC4CCC(C(C4)OC)O)C)C)O)OC)C)C)C)OC.